From a dataset of Forward reaction prediction with 1.9M reactions from USPTO patents (1976-2016). Predict the product of the given reaction. (1) Given the reactants [S:1]1[C:5]2[CH:6]=[CH:7][CH:8]=[CH:9][C:4]=2[C:3]([C:10]2[CH:15]=[C:14]([C:16]3[C:20]4[CH:21]=[CH:22][CH:23]=[CH:24][C:19]=4[S:18][CH:17]=3)[CH:13]=[CH:12][C:11]=2[OH:25])=[CH:2]1.C(Cl)Cl.C(N(CC)CC)C.[C:36](Cl)(=[O:39])[CH:37]=[CH2:38], predict the reaction product. The product is: [C:36]([O:25][C:11]1[CH:12]=[CH:13][C:14]([C:16]2[C:20]3[CH:21]=[CH:22][CH:23]=[CH:24][C:19]=3[S:18][CH:17]=2)=[CH:15][C:10]=1[C:3]1[C:4]2[CH:9]=[CH:8][CH:7]=[CH:6][C:5]=2[S:1][CH:2]=1)(=[O:39])[CH:37]=[CH2:38]. (2) Given the reactants Br[C:2]1[CH:3]=[N:4][C:5]2[CH2:6][CH2:7][N:8]([CH2:13][C:14]3[CH:19]=[CH:18][C:17]([O:20][CH3:21])=[CH:16][CH:15]=3)[C:9](=[O:12])[C:10]=2[CH:11]=1.[CH2:22]([OH:29])[C:23]1[CH:28]=[CH:27][CH:26]=[CH:25][CH:24]=1.N1C2C(=CC=C3C=2N=CC=C3)C=CC=1.C([O-])([O-])=O.[Cs+].[Cs+], predict the reaction product. The product is: [CH2:22]([O:29][C:2]1[CH:3]=[N:4][C:5]2[CH2:6][CH2:7][N:8]([CH2:13][C:14]3[CH:19]=[CH:18][C:17]([O:20][CH3:21])=[CH:16][CH:15]=3)[C:9](=[O:12])[C:10]=2[CH:11]=1)[C:23]1[CH:28]=[CH:27][CH:26]=[CH:25][CH:24]=1.